Predict the product of the given reaction. From a dataset of Forward reaction prediction with 1.9M reactions from USPTO patents (1976-2016). (1) Given the reactants [CH:1]([C:3]1[CH:8]=[CH:7][C:6]([C:9]([F:12])([F:11])[F:10])=[CH:5][C:4]=1[N:13]1[CH2:17][CH2:16][C@@H:15]([NH:18]C(=O)OC(C)(C)C)[CH2:14]1)=[O:2].Cl, predict the reaction product. The product is: [NH2:18][C@@H:15]1[CH2:16][CH2:17][N:13]([C:4]2[CH:5]=[C:6]([C:9]([F:12])([F:10])[F:11])[CH:7]=[CH:8][C:3]=2[CH:1]=[O:2])[CH2:14]1. (2) Given the reactants [CH:1]1[C:10]2[C:5](=[CH:6][CH:7]=[CH:8][CH:9]=2)[CH:4]=[CH:3][C:2]=1[OH:11].C([O-])([O-])=O.[K+].[K+].Br[CH2:19][CH2:20][CH2:21][CH2:22][Cl:23], predict the reaction product. The product is: [CH:1]1[C:10]2[C:5](=[CH:6][CH:7]=[CH:8][CH:9]=2)[CH:4]=[CH:3][C:2]=1[O:11][CH2:19][CH2:20][CH2:21][CH2:22][Cl:23]. (3) Given the reactants [Br:1][C:2]1[C:11]2[C:6](=[CH:7][CH:8]=[C:9]([O:12][CH3:13])[N:10]=2)[N:5]=[CH:4][C:3]=1[NH2:14].[F:15][B-:16]([F:19])([F:18])[F:17].[N:20]#[O+], predict the reaction product. The product is: [F:15][B-:16]([F:19])([F:18])[F:17].[Br:1][C:2]1[C:3]([N+:14]#[N:20])=[CH:4][N:5]=[C:6]2[C:11]=1[N:10]=[C:9]([O:12][CH3:13])[CH:8]=[CH:7]2. (4) Given the reactants CCN(C(C)C)C(C)C.Cl.[F:11][C:12]([F:41])([F:40])[C:13]([C:19]1[CH:24]=[CH:23][C:22]([C@:25]2([S:30]([C:33]3[CH:38]=[CH:37][C:36]([F:39])=[CH:35][CH:34]=3)(=[O:32])=[O:31])[CH2:29][CH2:28][NH:27][CH2:26]2)=[CH:21][CH:20]=1)([OH:18])[C:14]([F:17])([F:16])[F:15].[C:42](O[C:42]([O:44][C:45]([CH3:48])([CH3:47])[CH3:46])=[O:43])([O:44][C:45]([CH3:48])([CH3:47])[CH3:46])=[O:43], predict the reaction product. The product is: [F:39][C:36]1[CH:35]=[CH:34][C:33]([S:30]([C@@:25]2([C:22]3[CH:21]=[CH:20][C:19]([C:13]([OH:18])([C:14]([F:17])([F:16])[F:15])[C:12]([F:11])([F:40])[F:41])=[CH:24][CH:23]=3)[CH2:29][CH2:28][N:27]([C:42]([O:44][C:45]([CH3:48])([CH3:47])[CH3:46])=[O:43])[CH2:26]2)(=[O:32])=[O:31])=[CH:38][CH:37]=1.